From a dataset of Forward reaction prediction with 1.9M reactions from USPTO patents (1976-2016). Predict the product of the given reaction. Given the reactants C(O)=O.C([N:8]1[C:12]([NH:13][C:14](=[O:31])[C:15]2[CH:20]=[CH:19][C:18]([N:21]3[CH2:26][CH2:25][N:24]([S:27]([CH3:30])(=[O:29])=[O:28])[CH2:23][CH2:22]3)=[CH:17][CH:16]=2)=[CH:11][C:10]([CH2:32][CH2:33][C:34]2[CH:39]=[CH:38][CH:37]=[C:36]([O:40][CH3:41])[CH:35]=2)=[N:9]1)(C)(C)C, predict the reaction product. The product is: [CH3:41][O:40][C:36]1[CH:35]=[C:34]([CH2:33][CH2:32][C:10]2[NH:9][N:8]=[C:12]([NH:13][C:14](=[O:31])[C:15]3[CH:16]=[CH:17][C:18]([N:21]4[CH2:26][CH2:25][N:24]([S:27]([CH3:30])(=[O:28])=[O:29])[CH2:23][CH2:22]4)=[CH:19][CH:20]=3)[CH:11]=2)[CH:39]=[CH:38][CH:37]=1.